Dataset: Full USPTO retrosynthesis dataset with 1.9M reactions from patents (1976-2016). Task: Predict the reactants needed to synthesize the given product. (1) Given the product [NH2:1][C:2]1[CH:3]=[N:4][N:5]([CH3:23])[C:6]=1[N:7]1[CH2:13][CH2:12][CH:11]([O:14][CH2:15][CH3:27])[CH:10]([NH:16][C:17](=[O:22])[C:18]([F:21])([F:20])[F:19])[CH2:9][CH2:8]1, predict the reactants needed to synthesize it. The reactants are: [NH2:1][C:2]1[CH:3]=[N:4][N:5]([CH3:23])[C:6]=1[N:7]1[CH2:13][CH2:12][CH:11]([O:14][CH3:15])[CH:10]([NH:16][C:17](=[O:22])[C:18]([F:21])([F:20])[F:19])[CH2:9][CH2:8]1.N([CH:27]1CCN(C2N(C)N=CC=2[N+]([O-])=O)CCC1O)=[N+]=[N-].ICC. (2) Given the product [CH3:1][O:2][C:3]([C:4]1[C:9]2[CH:47]([OH:51])[C:48]([CH3:50])([CH3:49])[CH:11]([C:12]3[CH:17]=[CH:16][CH:15]=[C:14]([Br:18])[CH:13]=3)[NH:10][C:8]=2[CH:7]=[CH:6][C:5]=1[Cl:19])=[O:20], predict the reactants needed to synthesize it. The reactants are: [CH3:1][O:2][C:3](=[O:20])[C:4]1[CH:9]=[C:8]([N:10]=[CH:11][C:12]2[CH:17]=[CH:16][CH:15]=[C:14]([Br:18])[CH:13]=2)[CH:7]=[CH:6][C:5]=1[Cl:19].O.[O-]S(C(F)(F)F)(=O)=O.[Yb+3].[O-]S(C(F)(F)F)(=O)=O.[O-]S(C(F)(F)F)(=O)=O.[CH:47](=[O:51])[CH:48]([CH3:50])[CH3:49].O. (3) Given the product [CH2:10]([O:17][C:18]([N:38]([CH2:39][C:40]([N:42]1[CH2:46][C@@H:45]([F:47])[CH2:44][C@H:43]1[C:48]#[N:49])=[O:41])[C:33]12[CH2:36][CH2:37][C:30]([C:28]([OH:29])=[O:27])([CH2:35][CH2:34]1)[CH2:31][CH2:32]2)=[O:19])[C:11]1[CH:16]=[CH:15][CH:14]=[CH:13][CH:12]=1, predict the reactants needed to synthesize it. The reactants are: C(N(C(C)C)C(C)C)C.[CH2:10]([O:17][C:18](Cl)=[O:19])[C:11]1[CH:16]=[CH:15][CH:14]=[CH:13][CH:12]=1.O1CCCCC1[O:27][C:28]([C:30]12[CH2:37][CH2:36][C:33]([NH:38][CH2:39][C:40]([N:42]3[CH2:46][C@@H:45]([F:47])[CH2:44][C@H:43]3[C:48]#[N:49])=[O:41])([CH2:34][CH2:35]1)[CH2:32][CH2:31]2)=[O:29].Cl. (4) Given the product [C:26]([C:24]1[CH:25]=[C:20]([S:19][C:16]2([CH2:35][CH2:36][OH:37])[CH2:17][CH2:18][N:13]([S:10]([C:7]3[N:6]([CH3:41])[C:5]([CH2:3][OH:2])=[CH:9][CH:8]=3)(=[O:12])=[O:11])[CH2:14][CH2:15]2)[CH:21]=[C:22]([C:31]([CH3:34])([CH3:33])[CH3:32])[C:23]=1[OH:30])([CH3:29])([CH3:28])[CH3:27], predict the reactants needed to synthesize it. The reactants are: C[O:2][C:3]([C:5]1[N:6]([CH3:41])[C:7]([S:10]([N:13]2[CH2:18][CH2:17][C:16]([CH2:35][CH2:36][O:37]C(=O)C)([S:19][C:20]3[CH:25]=[C:24]([C:26]([CH3:29])([CH3:28])[CH3:27])[C:23]([OH:30])=[C:22]([C:31]([CH3:34])([CH3:33])[CH3:32])[CH:21]=3)[CH2:15][CH2:14]2)(=[O:12])=[O:11])=[CH:8][CH:9]=1)=O.[H-].[H-].[H-].[H-].[Li+].[Al+3].